Dataset: Full USPTO retrosynthesis dataset with 1.9M reactions from patents (1976-2016). Task: Predict the reactants needed to synthesize the given product. (1) Given the product [NH2:1][C:2]1[C:10]2[C:5](=[N:6][CH:7]=[CH:8][C:9]=2[C:11]2[CH:12]=[CH:13][C:14]([NH:17][C:18]([NH:20][C:21]3[CH:26]=[C:25]([C:27]([F:30])([F:28])[F:29])[CH:24]=[CH:23][C:22]=3[OH:31])=[O:19])=[CH:15][CH:16]=2)[NH:4][N:3]=1, predict the reactants needed to synthesize it. The reactants are: [NH2:1][C:2]1[C:10]2[C:5](=[N:6][CH:7]=[CH:8][C:9]=2[C:11]2[CH:16]=[CH:15][C:14]([NH:17][C:18]([NH:20][C:21]3[CH:26]=[C:25]([C:27]([F:30])([F:29])[F:28])[CH:24]=[CH:23][C:22]=3[O:31]C)=[O:19])=[CH:13][CH:12]=2)[NH:4][N:3]=1.B(Br)(Br)Br.O. (2) Given the product [CH2:21]([O:20][C:16](=[O:19])[C:17]#[C:18][C:5]1[CH:6]=[CH:7][C:2]([Cl:1])=[C:3]([F:9])[CH:4]=1)[CH3:22], predict the reactants needed to synthesize it. The reactants are: [Cl:1][C:2]1[CH:7]=[CH:6][C:5](I)=[CH:4][C:3]=1[F:9].C(=O)([O-])[O-].[Cs+].[Cs+].[C:16]([O:20][CH2:21][CH3:22])(=[O:19])[C:17]#[CH:18]. (3) Given the product [F:29][C:4]1[CH:3]=[C:2]([S:32]([CH3:31])(=[O:34])=[O:33])[CH:7]=[CH:6][C:5]=1[C:8]1[N:13]=[CH:12][C:11]([O:14][CH2:15][CH:16]2[CH2:21][CH2:20][N:19]([C:22]([O:24][C:25]([CH3:28])([CH3:27])[CH3:26])=[O:23])[CH2:18][CH2:17]2)=[CH:10][CH:9]=1, predict the reactants needed to synthesize it. The reactants are: Br[C:2]1[CH:7]=[CH:6][C:5]([C:8]2[N:13]=[CH:12][C:11]([O:14][CH2:15][CH:16]3[CH2:21][CH2:20][N:19]([C:22]([O:24][C:25]([CH3:28])([CH3:27])[CH3:26])=[O:23])[CH2:18][CH2:17]3)=[CH:10][CH:9]=2)=[C:4]([F:29])[CH:3]=1.[Na+].[CH3:31][S:32]([O-:34])=[O:33].N1CCC[C@H]1C(O)=O.[OH-].[Na+]. (4) The reactants are: [N:1]([O-:3])=O.[Na+].[N:5]1[C:10]2[NH:11][C:12]3[CH:20]=[CH:19][N:18]=[CH:17][C:13]=3[CH2:14][C:15](=[O:16])[C:9]=2[CH:8]=[CH:7][CH:6]=1. Given the product [N:5]1[C:10]2[NH:11][C:12]3[CH:20]=[CH:19][N:18]=[CH:17][C:13]=3[C:14](=[N:1][OH:3])[C:15](=[O:16])[C:9]=2[CH:8]=[CH:7][CH:6]=1, predict the reactants needed to synthesize it. (5) Given the product [CH3:27][O:28][C:29](=[O:33])[CH2:30][CH2:31][S:32][C:13]1[S:12][C:11]([NH:10][C:8](=[O:9])[C:7]2[CH:17]=[C:18]([O:20][C:21]3[CH:26]=[CH:25][CH:24]=[CH:23][CH:22]=3)[CH:19]=[C:5]([O:4][CH:1]([CH3:3])[CH3:2])[CH:6]=2)=[N:15][CH:14]=1, predict the reactants needed to synthesize it. The reactants are: [CH:1]([O:4][C:5]1[CH:6]=[C:7]([CH:17]=[C:18]([O:20][C:21]2[CH:26]=[CH:25][CH:24]=[CH:23][CH:22]=2)[CH:19]=1)[C:8]([NH:10][C:11]1[S:12][C:13](Br)=[CH:14][N:15]=1)=[O:9])([CH3:3])[CH3:2].[CH3:27][O:28][C:29](=[O:33])[CH2:30][CH2:31][SH:32]. (6) The reactants are: [CH:1]1([N:5]2[CH2:11][CH2:10][CH2:9][N:8](C(OC(C)(C)C)=O)[CH2:7][CH2:6]2)[CH2:4][CH2:3][CH2:2]1.Cl.O1CCOCC1.CO. Given the product [CH:1]1([N:5]2[CH2:11][CH2:10][CH2:9][NH:8][CH2:7][CH2:6]2)[CH2:4][CH2:3][CH2:2]1, predict the reactants needed to synthesize it. (7) Given the product [CH3:1][O:2][C:3]1[CH:10]=[C:9]([O:11][CH3:12])[CH:8]=[C:7]([O:13][CH3:14])[C:4]=1[CH:5]=[CH:23][N+:20]([O-:22])=[O:21], predict the reactants needed to synthesize it. The reactants are: [CH3:1][O:2][C:3]1[CH:10]=[C:9]([O:11][CH3:12])[CH:8]=[C:7]([O:13][CH3:14])[C:4]=1[CH:5]=O.C([O-])(=O)C.[NH4+].[N+:20]([CH3:23])([O-:22])=[O:21]. (8) Given the product [F:29][C:30]1[CH:35]=[C:34]([C:2]2[CH:7]=[CH:6][C:5]([C:8]3[C:17]4[C:12](=[CH:13][C:14]([S:18]([NH:21][C:22]5[CH:27]=[CH:26][N:25]=[CH:24][N:23]=5)(=[O:19])=[O:20])=[CH:15][CH:16]=4)[CH:11]=[CH:10][N:9]=3)=[C:4]([CH3:28])[CH:3]=2)[CH:33]=[CH:32][CH:31]=1, predict the reactants needed to synthesize it. The reactants are: Cl[C:2]1[CH:7]=[CH:6][C:5]([C:8]2[C:17]3[C:12](=[CH:13][C:14]([S:18]([NH:21][C:22]4[CH:27]=[CH:26][N:25]=[CH:24][N:23]=4)(=[O:20])=[O:19])=[CH:15][CH:16]=3)[CH:11]=[CH:10][N:9]=2)=[C:4]([CH3:28])[CH:3]=1.[F:29][C:30]1[CH:31]=[C:32](B(O)O)[CH:33]=[CH:34][CH:35]=1.C1(P(C2CCCCC2)C2C=CC=CC=2C2C(OC)=CC=CC=2OC)CCCCC1.P([O-])([O-])([O-])=O.[K+].[K+].[K+]. (9) Given the product [CH:45]1([C:48]2[CH:49]=[C:50]([CH:55]3[CH2:60][CH2:59][N:58]([C:33]([NH:31][C@@H:19]4[CH2:18][CH2:17][C@@H:16]([C:10]5[CH:11]=[CH:12][CH:13]=[C:14]([F:15])[C:9]=5[F:8])[CH2:22][N:21]5[C:23]([CH2:26][C:27]([F:30])([F:28])[F:29])=[CH:24][N:25]=[C:20]45)=[O:34])[CH2:57][CH2:56]3)[C:51](=[O:54])[NH:52][N:53]=2)[CH2:46][CH2:47]1, predict the reactants needed to synthesize it. The reactants are: C(N(CC)CC)C.[F:8][C:9]1[C:14]([F:15])=[CH:13][CH:12]=[CH:11][C:10]=1[C@H:16]1[CH2:22][N:21]2[C:23]([CH2:26][C:27]([F:30])([F:29])[F:28])=[CH:24][N:25]=[C:20]2[C@H:19]([NH2:31])[CH2:18][CH2:17]1.Cl[C:33](OC1C=CC([N+]([O-])=O)=CC=1)=[O:34].[CH:45]1([C:48]2[CH:49]=[C:50]([CH:55]3[CH2:60][CH2:59][NH:58][CH2:57][CH2:56]3)[C:51](=[O:54])[NH:52][N:53]=2)[CH2:47][CH2:46]1.N1CCC(C2C(=O)NN=C(CCC)C=2)CC1.C(=O)([O-])[O-].[Na+].[Na+]. (10) Given the product [NH2:12][C@@H:7]([C@@H:8]([O:10][CH3:11])[CH3:9])[C:6]([NH:5][CH2:1][CH:2]([CH3:3])[CH3:4])=[O:20], predict the reactants needed to synthesize it. The reactants are: [CH2:1]([NH:5][C:6](=[O:20])[C@@H:7]([NH:12]C(=O)OC(C)(C)C)[C@@H:8]([O:10][CH3:11])[CH3:9])[CH:2]([CH3:4])[CH3:3].FC(F)(F)C(O)=O.